From a dataset of Human liver microsome stability data. Regression/Classification. Given a drug SMILES string, predict its absorption, distribution, metabolism, or excretion properties. Task type varies by dataset: regression for continuous measurements (e.g., permeability, clearance, half-life) or binary classification for categorical outcomes (e.g., BBB penetration, CYP inhibition). Dataset: hlm. (1) The drug is O=C(N[C@H](Cc1c[nH]c2ccccc12)C(=O)Nc1ccncc1)c1ccc(-c2cc(C(F)(F)F)ccc2F)cc1F. The result is 1 (stable in human liver microsomes). (2) The drug is CC(C)CCn1c(CN2CCN(C(=O)c3ccco3)CC2)nc2c1c(=O)n(C)c(=O)n2C. The result is 0 (unstable in human liver microsomes). (3) The compound is CS(=O)(=O)c1ccc(-c2cnc(N)c(-c3ccc(CO)nc3)c2)cc1. The result is 0 (unstable in human liver microsomes). (4) The molecule is CN(C)CCOc1cc(-c2cn[nH]c2)c(F)cc1NC(=O)[C@H]1Cc2ccccc2CN1. The result is 0 (unstable in human liver microsomes). (5) The compound is N#CCCCn1c(Cn2c(=O)n(C(F)F)c3ccncc32)nc2ccccc21. The result is 0 (unstable in human liver microsomes). (6) The drug is COc1cc(NC(C(=O)c2c[nH]c3cc(CCO)ccc23)c2ccccc2)cc(OC)c1. The result is 0 (unstable in human liver microsomes).